Dataset: Full USPTO retrosynthesis dataset with 1.9M reactions from patents (1976-2016). Task: Predict the reactants needed to synthesize the given product. (1) Given the product [Br:11][C:12]1[CH:17]=[CH:16][C:15]([S:18]([NH:7][C:6]2[CH:8]=[CH:9][CH:10]=[C:4]([N+:1]([O-:3])=[O:2])[CH:5]=2)(=[O:20])=[O:19])=[CH:14][C:13]=1[F:22], predict the reactants needed to synthesize it. The reactants are: [N+:1]([C:4]1[CH:5]=[C:6]([CH:8]=[CH:9][CH:10]=1)[NH2:7])([O-:3])=[O:2].[Br:11][C:12]1[CH:17]=[CH:16][C:15]([S:18](Cl)(=[O:20])=[O:19])=[CH:14][C:13]=1[F:22].N1C=CC=CC=1. (2) Given the product [Cl:1][C:2]1[CH:25]=[CH:24][C:5]([CH2:6][N:7]2[C:15]3[C:10](=[CH:11][C:12](/[CH:16]=[C:17]4/[C:18](=[O:23])[N:19]([CH3:30])[C:20](=[O:22])[S:21]/4)=[CH:13][CH:14]=3)[CH:9]=[N:8]2)=[C:4]([C:26]([F:27])([F:29])[F:28])[CH:3]=1, predict the reactants needed to synthesize it. The reactants are: [Cl:1][C:2]1[CH:25]=[CH:24][C:5]([CH2:6][N:7]2[C:15]3[C:10](=[CH:11][C:12](/[CH:16]=[C:17]4/[C:18](=[O:23])[NH:19][C:20](=[O:22])[S:21]/4)=[CH:13][CH:14]=3)[CH:9]=[N:8]2)=[C:4]([C:26]([F:29])([F:28])[F:27])[CH:3]=1.[CH3:30]O. (3) The reactants are: [NH2:1][CH2:2][CH2:3][NH:4][C:5]1[N:13]=[C:12]([Cl:14])[N:11]=[C:10]2[C:6]=1[N:7]=[CH:8][N:9]2[CH:15]1[CH2:19][CH2:18][CH2:17][CH2:16]1.CO.[CH2:22]([O:24][C:25]1[C:30]2[O:31][CH2:32][O:33][C:29]=2[CH:28]=[C:27]([CH:34]=O)[CH:26]=1)C.[BH3-]C#N.[Na+]. Given the product [Cl:14][C:12]1[N:11]=[C:10]2[C:6]([N:7]=[CH:8][N:9]2[CH:15]2[CH2:19][CH2:18][CH2:17][CH2:16]2)=[C:5]([NH:4][CH2:3][CH2:2][NH:1][CH2:34][C:27]2[CH:26]=[C:25]([O:24][CH3:22])[C:30]3[O:31][CH2:32][O:33][C:29]=3[CH:28]=2)[N:13]=1, predict the reactants needed to synthesize it. (4) Given the product [CH2:23]([O:25][C:26]([CH:28]1[CH2:32][CH2:31][S:30](=[O:33])(=[O:34])[NH:29]1)=[O:27])[CH3:24], predict the reactants needed to synthesize it. The reactants are: C(N(CC)CC)C.Cl.ClC1C=C(C[C@H](N)CN(C)C)C=CC=1.[CH2:23]([O:25][C:26]([CH:28]1[CH2:32][CH2:31][S:30](=[O:34])(=[O:33])[N:29]1CC1C=CC=C(C=O)C=1)=[O:27])[CH3:24].C([BH3-])#N.[Na+]. (5) Given the product [CH2:1]([NH:8][C:9]1[CH:14]=[CH:13][C:12]([C:15](=[O:25])[CH:16]([CH3:17])[CH2:18][C:19]([OH:21])=[O:20])=[CH:11][C:10]=1[OH:26])[C:2]1[CH:3]=[CH:4][CH:5]=[CH:6][CH:7]=1, predict the reactants needed to synthesize it. The reactants are: [CH2:1]([NH:8][C:9]1[CH:14]=[CH:13][C:12]([C:15](=[O:25])[CH:16]([CH:18](C(O)=O)[C:19]([OH:21])=[O:20])[CH3:17])=[CH:11][C:10]=1[OH:26])[C:2]1[CH:7]=[CH:6][CH:5]=[CH:4][CH:3]=1.C(O)COCCO.COC.C(OC(C)C)(C)C.Cl. (6) Given the product [Cl:27][C:22]1[CH:23]=[C:24]2[C:19](=[CH:20][CH:21]=1)[CH:18]=[C:17]([S:14]([N:11]1[CH2:10][CH2:9][NH:8][CH2:13][CH2:12]1)(=[O:15])=[O:16])[CH:26]=[CH:25]2, predict the reactants needed to synthesize it. The reactants are: C([N:8]1[CH2:13][CH2:12][N:11]([S:14]([C:17]2[CH:26]=[CH:25][C:24]3[C:19](=[CH:20][CH:21]=[C:22]([Cl:27])[CH:23]=3)[CH:18]=2)(=[O:16])=[O:15])[CH2:10][CH2:9]1)(OC(C)(C)C)=O.Cl. (7) Given the product [Cl:27][C:3]1[C:2]([B:28]2[O:32][C:31]([CH3:34])([CH3:33])[C:30]([CH3:36])([CH3:35])[O:29]2)=[CH:7][N:6]=[C:5]2[N:8]([CH2:19][O:20][CH2:21][CH2:22][Si:23]([CH3:26])([CH3:25])[CH3:24])[CH:9]=[C:10]([C:11]3[CH:16]=[CH:15][CH:14]=[CH:13][C:12]=3[O:17][CH3:18])[C:4]=12, predict the reactants needed to synthesize it. The reactants are: Br[C:2]1[C:3]([Cl:27])=[C:4]2[C:10]([C:11]3[CH:16]=[CH:15][CH:14]=[CH:13][C:12]=3[O:17][CH3:18])=[CH:9][N:8]([CH2:19][O:20][CH2:21][CH2:22][Si:23]([CH3:26])([CH3:25])[CH3:24])[C:5]2=[N:6][CH:7]=1.[B:28]1([B:28]2[O:32][C:31]([CH3:34])([CH3:33])[C:30]([CH3:36])([CH3:35])[O:29]2)[O:32][C:31]([CH3:34])([CH3:33])[C:30]([CH3:36])([CH3:35])[O:29]1.C([O-])(=O)C.[K+].C(OCC)C.